From a dataset of Catalyst prediction with 721,799 reactions and 888 catalyst types from USPTO. Predict which catalyst facilitates the given reaction. (1) Reactant: [C:1]([O:5][C:6]([N:8]1[CH2:13][C@H:12]([CH2:14][N:15]2[CH2:23][C:22]3[C:17](=[CH:18][CH:19]=[CH:20][CH:21]=3)[C:16]2=[O:24])[N:11]([CH2:25][C:26]([N:28]2[C:36]3[C:31](=[N:32][CH:33]=[C:34]([C:37](=[O:41])[CH2:38][CH2:39][CH3:40])[CH:35]=3)[C:30]([CH3:43])([CH3:42])[CH2:29]2)=[O:27])[CH2:10][C@H:9]1[CH3:44])=[O:7])([CH3:4])([CH3:3])[CH3:2].[BH4-].[Na+]. Product: [C:1]([O:5][C:6]([N:8]1[CH2:13][C@H:12]([CH2:14][N:15]2[CH2:23][C:22]3[C:17](=[CH:18][CH:19]=[CH:20][CH:21]=3)[C:16]2=[O:24])[N:11]([CH2:25][C:26]([N:28]2[C:36]3[C:31](=[N:32][CH:33]=[C:34]([CH:37]([OH:41])[CH2:38][CH2:39][CH3:40])[CH:35]=3)[C:30]([CH3:42])([CH3:43])[CH2:29]2)=[O:27])[CH2:10][C@H:9]1[CH3:44])=[O:7])([CH3:4])([CH3:3])[CH3:2]. The catalyst class is: 5. (2) Reactant: [F:1][C:2]1[CH:7]=[CH:6][CH:5]=[CH:4][C:3]=1[N:8]1[C:12]2=[N:13][C:14]([CH3:18])=[N:15][C:16]([NH2:17])=[C:11]2[CH:10]=[N:9]1.[CH3:19][C:20]([C:30]1[C:38]2[O:37][CH2:36][CH2:35][C:34]=2[CH:33]=[CH:32][CH:31]=1)([CH3:29])[CH2:21][C:22]1([C:25]([F:28])([F:27])[F:26])[CH2:24][O:23]1.CC(C)([O-])C.[K+]. Product: [O:37]1[C:38]2[C:30]([C:20]([CH3:29])([CH3:19])[CH2:21][C:22]([CH2:24][NH:17][C:16]3[N:15]=[C:14]([CH3:18])[N:13]=[C:12]4[N:8]([C:3]5[CH:4]=[CH:5][CH:6]=[CH:7][C:2]=5[F:1])[N:9]=[CH:10][C:11]=34)([OH:23])[C:25]([F:27])([F:28])[F:26])=[CH:31][CH:32]=[CH:33][C:34]=2[CH2:35][CH2:36]1. The catalyst class is: 9. (3) Reactant: [CH3:1][C:2]1[C:6]([C:7]2[CH:19]=[C:18]([C:20]([NH2:22])=[O:21])[C:17]3[C:16]4[C:11](=[CH:12][C:13]([C:23](O)([CH3:25])[CH3:24])=[CH:14][CH:15]=4)[N:10]([C@H:27]([C:34]4[CH:39]=[CH:38][CH:37]=[CH:36][CH:35]=4)[CH:28]4[CH2:33][CH2:32][O:31][CH2:30][CH2:29]4)[C:9]=3[CH:8]=2)=[C:5]([CH3:40])[O:4][N:3]=1.C([SiH](CC)CC)C.C(O)(C(F)(F)F)=O. Product: [CH3:40][C:5]1[O:4][N:3]=[C:2]([CH3:1])[C:6]=1[C:7]1[CH:19]=[C:18]([C:20]([NH2:22])=[O:21])[C:17]2[C:16]3[C:11](=[CH:12][C:13]([CH:23]([CH3:25])[CH3:24])=[CH:14][CH:15]=3)[N:10]([C@@H:27]([CH:28]3[CH2:33][CH2:32][O:31][CH2:30][CH2:29]3)[C:34]3[CH:35]=[CH:36][CH:37]=[CH:38][CH:39]=3)[C:9]=2[CH:8]=1. The catalyst class is: 4. (4) Reactant: [CH2:1]([O:3][C:4](=[O:14])[CH2:5][CH2:6][NH:7][CH:8]1[CH2:12][CH2:11][CH:10]([CH3:13])[CH2:9]1)[CH3:2].[Cl:15][C:16]1[N:21]=[C:20](Cl)[C:19]([N+:23]([O-:25])=[O:24])=[CH:18][N:17]=1.C(=O)(O)[O-].[K+]. Product: [CH2:1]([O:3][C:4](=[O:14])[CH2:5][CH2:6][N:7]([C:18]1[C:19]([N+:23]([O-:25])=[O:24])=[CH:20][N:21]=[C:16]([Cl:15])[N:17]=1)[CH:8]1[CH2:12][CH2:11][CH:10]([CH3:13])[CH2:9]1)[CH3:2]. The catalyst class is: 581. (5) Reactant: [Cl:1][C:2]1[CH:41]=[CH:40][C:39]([CH2:42][CH2:43][O:44][CH3:45])=[CH:38][C:3]=1[CH2:4][N:5]([CH:35]1[CH2:37][CH2:36]1)[C:6]([C@@H:8]1[C@:13]([C:20]2[CH:25]=[CH:24][C:23]([F:26])=[C:22]([F:27])[CH:21]=2)([O:14][CH2:15][CH:16]([OH:19])[CH2:17][OH:18])[CH2:12][CH2:11][N:10](C(OC(C)(C)C)=O)[CH2:9]1)=[O:7].Cl. Product: [Cl:1][C:2]1[CH:41]=[CH:40][C:39]([CH2:42][CH2:43][O:44][CH3:45])=[CH:38][C:3]=1[CH2:4][N:5]([CH:35]1[CH2:37][CH2:36]1)[C:6]([C@@H:8]1[C@:13]([C:20]2[CH:25]=[CH:24][C:23]([F:26])=[C:22]([F:27])[CH:21]=2)([O:14][CH2:15][CH:16]([OH:19])[CH2:17][OH:18])[CH2:12][CH2:11][NH:10][CH2:9]1)=[O:7]. The catalyst class is: 4. (6) Reactant: [H-].[Na+].[C:3]([O:11][CH2:12][CH3:13])(=[O:10])[CH2:4][C:5]([O:7][CH2:8][CH3:9])=[O:6].I[CH2:15][CH2:16][CH2:17][C:18]([F:24])([F:23])[C:19]([F:22])([F:21])[F:20].O. Product: [F:23][C:18]([F:24])([C:19]([F:22])([F:21])[F:20])[CH2:17][CH2:16][CH2:15][CH:4]([C:5]([O:7][CH2:8][CH3:9])=[O:6])[C:3]([O:11][CH2:12][CH3:13])=[O:10]. The catalyst class is: 7. (7) Reactant: Cl[C:2]1[C:11]2[C:6](=[CH:7][C:8]([F:15])=[C:9]([N+:12]([O-:14])=[O:13])[CH:10]=2)[N:5]=[CH:4][N:3]=1.CCN(CC)CC.[N:23]1([C:29]([O:31][C:32]([CH3:35])([CH3:34])[CH3:33])=[O:30])[CH2:28][CH2:27][NH:26][CH2:25][CH2:24]1. Product: [F:15][C:8]1[CH:7]=[C:6]2[C:11]([C:2]([N:26]3[CH2:25][CH2:24][N:23]([C:29]([O:31][C:32]([CH3:35])([CH3:34])[CH3:33])=[O:30])[CH2:28][CH2:27]3)=[N:3][CH:4]=[N:5]2)=[CH:10][C:9]=1[N+:12]([O-:14])=[O:13]. The catalyst class is: 4.